Task: Predict the product of the given reaction.. Dataset: Forward reaction prediction with 1.9M reactions from USPTO patents (1976-2016) (1) Given the reactants [C:1]([O:5][C:6]([N:8]1[CH2:13][CH2:12][NH:11][CH2:10][C@H:9]1[CH2:14][C:15]1[CH:20]=[CH:19][C:18]([CH3:21])=[C:17]([OH:22])[CH:16]=1)=[O:7])([CH3:4])([CH3:3])[CH3:2].C(N(CC)CC)C.[Si:30](Cl)([C:43]([CH3:46])([CH3:45])[CH3:44])([C:37]1[CH:42]=[CH:41][CH:40]=[CH:39][CH:38]=1)[C:31]1[CH:36]=[CH:35][CH:34]=[CH:33][CH:32]=1.O, predict the reaction product. The product is: [C:1]([O:5][C:6]([N:8]1[CH2:13][CH2:12][NH:11][CH2:10][C@H:9]1[CH2:14][C:15]1[CH:20]=[CH:19][C:18]([CH3:21])=[C:17]([O:22][Si:30]([C:43]([CH3:46])([CH3:45])[CH3:44])([C:37]2[CH:38]=[CH:39][CH:40]=[CH:41][CH:42]=2)[C:31]2[CH:36]=[CH:35][CH:34]=[CH:33][CH:32]=2)[CH:16]=1)=[O:7])([CH3:4])([CH3:3])[CH3:2]. (2) The product is: [Br:18][C:19]1([CH2:24][CH2:25][CH2:26][CH2:27][O:28][C:29](=[O:37])[C:30]2[CH:31]=[CH:32][C:33]([CH3:36])=[CH:34][CH:35]=2)[CH2:21][C:20]1([Br:22])[Br:23]. Given the reactants BrC(=C)CCCCOC(=O)C1C=CC(C)=CC=1.[Br:18][C:19]1([CH2:24][CH2:25][CH2:26][CH2:27][O:28][C:29](=[O:37])[C:30]2[CH:35]=[CH:34][C:33]([CH3:36])=[CH:32][CH:31]=2)[CH2:21][C:20]1([Br:23])[Br:22].C(Cl)Cl.C(Br)(Br)Br.[OH-].[K+], predict the reaction product. (3) The product is: [F:18][C:16]([F:19])([F:17])[O:15][C:10]1[CH:11]=[CH:12][CH:13]=[CH:14][C:9]=1[N:8]1[C:7]2=[N:6][C:5]([OH:20])=[CH:4][CH:3]=[C:2]2[N:1]=[CH:21]1. Given the reactants [NH2:1][C:2]1[CH:3]=[CH:4][C:5]([OH:20])=[N:6][C:7]=1[NH:8][C:9]1[CH:14]=[CH:13][CH:12]=[CH:11][C:10]=1[O:15][C:16]([F:19])([F:18])[F:17].[CH:21](OC)(OC)OC.FC(F)(F)C(O)=O, predict the reaction product.